From a dataset of Experimentally validated miRNA-target interactions with 360,000+ pairs, plus equal number of negative samples. Binary Classification. Given a miRNA mature sequence and a target amino acid sequence, predict their likelihood of interaction. (1) The miRNA is mmu-miR-1843b-5p with sequence AUGGAGGUCUCUGUCUGACUU. The protein sequence of the target gene is MAAEEKDPLSYFAAYGSSSSGSSDEEDNIEPEETSRRTPDPAKSAGGCRNKAEKRLPGPDELFRSVTRPAFLYNPLNKQIDWERHVVKAPEEPPKEFKIWKSNYVPPPETYTTEKKPPPPELDMAIKWSNIYEDNGDDAPQNAKKARLLPEGEETLESDDEKDEHTSKKRKVEPGEPAKKKK. Result: 0 (no interaction). (2) The miRNA is mmu-miR-7053-3p with sequence CUCCUGUGUCUCCUUCCCCAG. The protein sequence of the target gene is MEPRAVGVSKQDIREQIWGYMESQNLADFPRPVHHRIPNFKGSYLACQNIKDLDVFARTQEVKVDPDKPLEGVRLLVLQSKKTLLVPTPRLRTGLFNKITPPPGATKDILRKCATSQGVRNYSVPIGLDSRVLVDLVVVGSVAVSEKGWRIGKGEGYADLEYAMMVSMGAVSKETPVVTIVHDCQVVDIPEELVEEHDITVDYILTPTRVIATGCKRPKPMGITWFKISLEMMEKIPILRSLRAREQQAGKDVTLQGEHQHLPEPGCQQTVPLSVGRRPPDTPGPETNSMEAAPGSPPGE.... Result: 0 (no interaction).